From a dataset of NCI-60 drug combinations with 297,098 pairs across 59 cell lines. Regression. Given two drug SMILES strings and cell line genomic features, predict the synergy score measuring deviation from expected non-interaction effect. (1) Drug 1: C1=NC2=C(N1)C(=S)N=C(N2)N. Drug 2: CC=C1C(=O)NC(C(=O)OC2CC(=O)NC(C(=O)NC(CSSCCC=C2)C(=O)N1)C(C)C)C(C)C. Cell line: CAKI-1. Synergy scores: CSS=52.9, Synergy_ZIP=-3.09, Synergy_Bliss=-3.80, Synergy_Loewe=-7.30, Synergy_HSA=-1.39. (2) Drug 1: CS(=O)(=O)C1=CC(=C(C=C1)C(=O)NC2=CC(=C(C=C2)Cl)C3=CC=CC=N3)Cl. Drug 2: CC12CCC(CC1=CCC3C2CCC4(C3CC=C4C5=CN=CC=C5)C)O. Cell line: MOLT-4. Synergy scores: CSS=17.4, Synergy_ZIP=1.13, Synergy_Bliss=12.0, Synergy_Loewe=9.14, Synergy_HSA=10.6. (3) Drug 1: CN1CCC(CC1)COC2=C(C=C3C(=C2)N=CN=C3NC4=C(C=C(C=C4)Br)F)OC. Drug 2: CN1C(=O)N2C=NC(=C2N=N1)C(=O)N. Cell line: A549. Synergy scores: CSS=7.52, Synergy_ZIP=-1.57, Synergy_Bliss=-1.86, Synergy_Loewe=-21.4, Synergy_HSA=-6.07. (4) Drug 1: CC1=C(C(=CC=C1)Cl)NC(=O)C2=CN=C(S2)NC3=CC(=NC(=N3)C)N4CCN(CC4)CCO. Drug 2: C1=NC2=C(N1)C(=S)N=CN2. Cell line: PC-3. Synergy scores: CSS=2.25, Synergy_ZIP=9.91, Synergy_Bliss=19.8, Synergy_Loewe=-2.75, Synergy_HSA=-0.198. (5) Drug 1: CC1=C2C(C(=O)C3(C(CC4C(C3C(C(C2(C)C)(CC1OC(=O)C(C(C5=CC=CC=C5)NC(=O)OC(C)(C)C)O)O)OC(=O)C6=CC=CC=C6)(CO4)OC(=O)C)O)C)O. Drug 2: CNC(=O)C1=NC=CC(=C1)OC2=CC=C(C=C2)NC(=O)NC3=CC(=C(C=C3)Cl)C(F)(F)F. Cell line: HT29. Synergy scores: CSS=48.1, Synergy_ZIP=24.0, Synergy_Bliss=24.8, Synergy_Loewe=25.5, Synergy_HSA=24.7. (6) Drug 1: CN(CCCl)CCCl.Cl. Drug 2: C1C(C(OC1N2C=NC(=NC2=O)N)CO)O. Cell line: A549. Synergy scores: CSS=18.0, Synergy_ZIP=-7.08, Synergy_Bliss=2.65, Synergy_Loewe=-1.74, Synergy_HSA=0.641.